Dataset: Peptide-MHC class I binding affinity with 185,985 pairs from IEDB/IMGT. Task: Regression. Given a peptide amino acid sequence and an MHC pseudo amino acid sequence, predict their binding affinity value. This is MHC class I binding data. (1) The peptide sequence is GLKALYETEL. The MHC is HLA-A02:06 with pseudo-sequence HLA-A02:06. The binding affinity (normalized) is 0. (2) The peptide sequence is SGPSNTYPEI. The MHC is Patr-B0101 with pseudo-sequence Patr-B0101. The binding affinity (normalized) is 0.00445. (3) The MHC is HLA-A31:01 with pseudo-sequence HLA-A31:01. The peptide sequence is RKWGLDFCY. The binding affinity (normalized) is 0.0847. (4) The peptide sequence is DTPLIPLTIF. The MHC is HLA-A02:06 with pseudo-sequence HLA-A02:06. The binding affinity (normalized) is 0.0139. (5) The peptide sequence is FEFAFKDLFV. The MHC is Mamu-A11 with pseudo-sequence Mamu-A11. The binding affinity (normalized) is 1.00. (6) The peptide sequence is YGGKKAVTY. The MHC is HLA-B44:02 with pseudo-sequence HLA-B44:02. The binding affinity (normalized) is 0.0847. (7) The peptide sequence is VPDSDPARY. The MHC is HLA-A01:01 with pseudo-sequence HLA-A01:01. The binding affinity (normalized) is 0.138.